This data is from Reaction yield outcomes from USPTO patents with 853,638 reactions. The task is: Predict the reaction yield, written as a fraction of the theoretical maximum amount of product (1.0 means a 100% yield; for example, 0.34 means a 34% yield). The reactants are [CH3:1][C:2]([OH:41])([C:4]1[CH:5]=[CH:6][CH:7]=[CH:8][C:9]=1[CH2:10][CH2:11][C@@H:12]([S:32][CH2:33][C:34]1([CH2:37][C:38]([OH:40])=[O:39])[CH2:36][CH2:35]1)[C:13]1[CH:14]=[CH:15][CH:16]=[C:17](/[CH:19]=[CH:20]/[C:21]2[CH:22]=[CH:23][C:24]3[CH:25]=[CH:26][C:27]([Cl:31])=[CH:28][C:29]=3[N:30]=2)[CH:18]=1)[CH3:3].[OH-].[Na+:43].CCCCCCC. The catalyst is C1(C)C=CC=CC=1.CO.C(OCC)(=O)C. The product is [CH3:3][C:2]([OH:41])([C:4]1[CH:5]=[CH:6][CH:7]=[CH:8][C:9]=1[CH2:10][CH2:11][C@@H:12]([S:32][CH2:33][C:34]1([CH2:37][C:38]([O-:40])=[O:39])[CH2:35][CH2:36]1)[C:13]1[CH:14]=[CH:15][CH:16]=[C:17](/[CH:19]=[CH:20]/[C:21]2[CH:22]=[CH:23][C:24]3[CH:25]=[CH:26][C:27]([Cl:31])=[CH:28][C:29]=3[N:30]=2)[CH:18]=1)[CH3:1].[Na+:43]. The yield is 1.00.